From a dataset of Forward reaction prediction with 1.9M reactions from USPTO patents (1976-2016). Predict the product of the given reaction. (1) Given the reactants [OH:1][C:2]1([C:13]2[S:14][CH:15]=[CH:16][N:17]=2)[CH2:7][CH2:6][CH:5]([C:8]([O:10][CH2:11][CH3:12])=[O:9])[CH2:4][CH2:3]1.C1C(=O)N([Br:25])C(=O)C1.[O-]S([O-])=O.[Na+].[Na+], predict the reaction product. The product is: [Br:25][C:15]1[S:14][C:13]([C:2]2([OH:1])[CH2:7][CH2:6][CH:5]([C:8]([O:10][CH2:11][CH3:12])=[O:9])[CH2:4][CH2:3]2)=[N:17][CH:16]=1. (2) Given the reactants [CH3:1][N:2]1[CH:6]=[C:5](B2OC(C)(C)C(C)(C)O2)[CH:4]=[N:3]1.Br[C:17]1[CH:18]=[C:19]([CH:21]=[CH:22][CH:23]=1)[NH2:20].[O-]P([O-])([O-])=O.[K+].[K+].[K+].C1(P(C2CCCCC2)C2CCCCC2)CCCCC1, predict the reaction product. The product is: [CH3:1][N:2]1[CH:6]=[C:5]([C:17]2[CH:18]=[C:19]([NH2:20])[CH:21]=[CH:22][CH:23]=2)[CH:4]=[N:3]1. (3) Given the reactants [F:1][C:2]1[CH:3]=[C:4]([CH:13]=[CH:14][C:15]=1[OH:16])[CH2:5][N:6]1[CH2:10][C@@H:9]([CH3:11])[O:8][C:7]1=[O:12].[CH:17]1([CH:23](O)[CH3:24])[CH2:22][CH2:21][CH2:20][CH2:19][CH2:18]1.N(C(OC(C)(C)C)=O)=NC(OC(C)(C)C)=O.C1(P(C2C=CC=CC=2)C2C=CC=CC=2)C=CC=CC=1, predict the reaction product. The product is: [CH:17]1([CH:23]([O:16][C:15]2[CH:14]=[CH:13][C:4]([CH2:5][N:6]3[CH2:10][C@@H:9]([CH3:11])[O:8][C:7]3=[O:12])=[CH:3][C:2]=2[F:1])[CH3:24])[CH2:22][CH2:21][CH2:20][CH2:19][CH2:18]1. (4) Given the reactants [Cl:1][C:2]1[CH:7]=[CH:6][C:5](B(O)O)=[CH:4][CH:3]=1.Cl[C:12]1[N:17]=[C:16]([NH2:18])[N:15]=[C:14]([NH:19][CH2:20][CH:21]=[CH2:22])[CH:13]=1, predict the reaction product. The product is: [Cl:1][C:2]1[CH:7]=[CH:6][C:5]([C:12]2[N:17]=[C:16]([NH2:18])[N:15]=[C:14]([NH:19][CH2:20][CH:21]=[CH2:22])[CH:13]=2)=[CH:4][CH:3]=1. (5) Given the reactants [CH2:1]([O:3][C:4](=[O:25])[CH:5]([O:23][CH3:24])[CH:6]([C:8]1[CH:13]=[CH:12][C:11]([O:14][CH2:15][C:16]2[CH:21]=[CH:20][CH:19]=[CH:18][CH:17]=2)=[CH:10][C:9]=1[Cl:22])O)[CH3:2].S(Cl)(C)(=O)=O, predict the reaction product. The product is: [CH2:1]([O:3][C:4](=[O:25])[CH:5]([O:23][CH3:24])[CH2:6][C:8]1[CH:13]=[CH:12][C:11]([O:14][CH2:15][C:16]2[CH:21]=[CH:20][CH:19]=[CH:18][CH:17]=2)=[CH:10][C:9]=1[Cl:22])[CH3:2]. (6) The product is: [CH3:11][C:9]1([CH3:12])[O:10][B:6]([CH:2]2[CH2:3][CH:1]2[C:4]#[N:5])[O:7][C:8]1([CH3:14])[CH3:13]. Given the reactants [CH:1]1([C:4]#[N:5])[CH2:3][CH2:2]1.[B:6]1([B:6]2[O:10][C:9]([CH3:12])([CH3:11])[C:8]([CH3:14])([CH3:13])[O:7]2)[O:10][C:9]([CH3:12])([CH3:11])[C:8]([CH3:14])([CH3:13])[O:7]1.CC1C=CC2C(=C3C(=CC=2)C=CC(C)=N3)N=1, predict the reaction product. (7) Given the reactants C([O-])=O.[NH4+].C([O:12][C:13]1[CH:18]=[CH:17][C:16]([S:19]([NH:22][CH2:23][CH2:24][C:25]2[CH:30]=[CH:29][C:28]([O:31][CH2:32][CH2:33][C:34]3[CH:39]=[CH:38][C:37]([OH:40])=[C:36]([C@@H:41]([C:51]4[CH:56]=[CH:55][CH:54]=[CH:53][CH:52]=4)[CH2:42][CH2:43][N:44]([CH:48]([CH3:50])[CH3:49])[CH:45]([CH3:47])[CH3:46])[CH:35]=3)=[CH:27][CH:26]=2)(=[O:21])=[O:20])=[CH:15][CH:14]=1)C1C=CC=CC=1.C(N(CC)CC)C, predict the reaction product. The product is: [CH:48]([N:44]([CH:45]([CH3:47])[CH3:46])[CH2:43][CH2:42][C@@H:41]([C:36]1[CH:35]=[C:34]([CH2:33][CH2:32][O:31][C:28]2[CH:29]=[CH:30][C:25]([CH2:24][CH2:23][NH:22][S:19]([C:16]3[CH:17]=[CH:18][C:13]([OH:12])=[CH:14][CH:15]=3)(=[O:21])=[O:20])=[CH:26][CH:27]=2)[CH:39]=[CH:38][C:37]=1[OH:40])[C:51]1[CH:52]=[CH:53][CH:54]=[CH:55][CH:56]=1)([CH3:49])[CH3:50]. (8) Given the reactants Cl[C:2]1[N:3]([CH2:28][CH2:29][CH3:30])[C:4](=[O:27])[C:5]2[NH:6][C:7]([C:11]3[CH:12]=[N:13][N:14]([CH2:16][C:17]4[CH:22]=[CH:21][CH:20]=[C:19]([C:23]([F:26])([F:25])[F:24])[CH:18]=4)[CH:15]=3)=[N:8][C:9]=2[N:10]=1.[NH3:31], predict the reaction product. The product is: [NH2:31][C:2]1[N:3]([CH2:28][CH2:29][CH3:30])[C:4](=[O:27])[C:5]2[NH:6][C:7]([C:11]3[CH:12]=[N:13][N:14]([CH2:16][C:17]4[CH:22]=[CH:21][CH:20]=[C:19]([C:23]([F:26])([F:25])[F:24])[CH:18]=4)[CH:15]=3)=[N:8][C:9]=2[N:10]=1. (9) Given the reactants Br[C:2]1[CH:7]=[CH:6][C:5]([O:8][C:9]([F:12])([F:11])[F:10])=[CH:4][CH:3]=1.C([Li])CCC.CCCCCC.[F:24][C:25]([F:35])([F:34])[C:26](N1CCCCC1)=[O:27].[Cl-].[NH4+], predict the reaction product. The product is: [F:24][C:25]([F:35])([F:34])[C:26]([C:2]1[CH:7]=[CH:6][C:5]([O:8][C:9]([F:12])([F:11])[F:10])=[CH:4][CH:3]=1)=[O:27]. (10) Given the reactants [O:1]=[C:2]1[O:8][C@H:7]([C@H:9]([CH2:11][OH:12])[OH:10])[C:5]([OH:6])=[C:3]1[OH:4].C(=O)([O-])O.[Na+].O.[CH2:19]1[O:21][CH:20]1[CH2:22][OH:23], predict the reaction product. The product is: [CH2:19]([O:4][C:3]1[C:2]([O:8][C@H:7]([C@H:9]([CH2:11][OH:12])[OH:10])[C:5]=1[OH:6])=[O:1])[CH:20]([CH2:22][OH:23])[OH:21].